Dataset: NCI-60 drug combinations with 297,098 pairs across 59 cell lines. Task: Regression. Given two drug SMILES strings and cell line genomic features, predict the synergy score measuring deviation from expected non-interaction effect. Drug 1: CC1C(C(CC(O1)OC2CC(CC3=C2C(=C4C(=C3O)C(=O)C5=C(C4=O)C(=CC=C5)OC)O)(C(=O)C)O)N)O.Cl. Drug 2: C(=O)(N)NO. Cell line: HOP-62. Synergy scores: CSS=30.5, Synergy_ZIP=-4.74, Synergy_Bliss=1.89, Synergy_Loewe=-16.9, Synergy_HSA=-1.43.